The task is: Regression. Given a peptide amino acid sequence and an MHC pseudo amino acid sequence, predict their binding affinity value. This is MHC class II binding data.. This data is from Peptide-MHC class II binding affinity with 134,281 pairs from IEDB. The peptide sequence is GWIISNIFGAIPVLG. The MHC is HLA-DQA10102-DQB10602 with pseudo-sequence HLA-DQA10102-DQB10602. The binding affinity (normalized) is 0.621.